Dataset: CYP3A4 inhibition data for predicting drug metabolism from PubChem BioAssay. Task: Regression/Classification. Given a drug SMILES string, predict its absorption, distribution, metabolism, or excretion properties. Task type varies by dataset: regression for continuous measurements (e.g., permeability, clearance, half-life) or binary classification for categorical outcomes (e.g., BBB penetration, CYP inhibition). Dataset: cyp3a4_veith. (1) The compound is N#Cc1cccc(NC(=O)N2CC[C@@]3(CCCN(S(=O)(=O)c4ccccc4)C3)C2)c1. The result is 1 (inhibitor). (2) The drug is CCCN(C(=S)Nc1ccccc1)C1CCS(=O)(=O)C1. The result is 0 (non-inhibitor). (3) The compound is O=C(Nc1ccnc(-c2cccnc2)n1)c1cccc(Cl)c1Cl. The result is 1 (inhibitor). (4) The result is 1 (inhibitor). The compound is CN(C)Cc1ccccc1-c1cncnc1Nc1ccc(F)cc1. (5) The molecule is N/C(=N\c1nc2ccccc2o1)NC(=O)c1ccccc1F. The result is 0 (non-inhibitor). (6) The compound is COc1ccc(OCCn2cc(/C(N)=N/O)c3ccccc32)cc1. The result is 1 (inhibitor). (7) The drug is NC(=O)NCCS[C@H]1CCCC[C@@H]1O. The result is 0 (non-inhibitor). (8) The molecule is O=C(O)CCCc1ccc2ccc3ccccc3c2c1. The result is 0 (non-inhibitor). (9) The molecule is COC(=O)c1c(C)oc2ccc(N(C(=O)c3ccncc3)S(=O)(=O)c3ccccc3)cc12. The result is 1 (inhibitor). (10) The compound is CC(=O)NNc1nc2ccccc2s1. The result is 0 (non-inhibitor).